This data is from Full USPTO retrosynthesis dataset with 1.9M reactions from patents (1976-2016). The task is: Predict the reactants needed to synthesize the given product. (1) Given the product [F:14][C:15]1[CH:16]=[C:17]([CH2:21][CH2:22][C@@H:23]2[CH2:27][CH2:26][CH2:25][N:24]2[C:1](=[O:3])[CH3:2])[CH:18]=[CH:19][CH:20]=1, predict the reactants needed to synthesize it. The reactants are: [C:1](Cl)(=[O:3])[CH3:2].C(N(C(C)C)CC)(C)C.[F:14][C:15]1[CH:16]=[C:17]([CH2:21][CH2:22][C@@H:23]2[CH2:27][CH2:26][CH2:25][NH:24]2)[CH:18]=[CH:19][CH:20]=1. (2) Given the product [CH:21]1([C:6]2[CH:5]=[C:4]([N+:1]([O-:3])=[O:2])[O:8][C:7]=2[C:9]([O:11][CH3:12])=[O:10])[CH2:20][CH2:19][CH2:18][CH:17]=[CH:16]1, predict the reactants needed to synthesize it. The reactants are: [N+:1]([C:4]1[O:8][C:7]([C:9]([O:11][CH3:12])=[O:10])=[CH:6][CH:5]=1)([O-:3])=[O:2].[Li+].[Cl-].Br[CH:16]1[CH2:21][CH2:20][CH2:19][CH:18]=[CH:17]1.C([Cu])#N.